From a dataset of Catalyst prediction with 721,799 reactions and 888 catalyst types from USPTO. Predict which catalyst facilitates the given reaction. The catalyst class is: 63. Product: [CH3:3][C:2]([CH3:25])([O:4][C:5]([N:7]1[C@@H:11]([CH2:12][C:13]([OH:15])=[O:14])[CH2:10][O:9][C:8]1([CH3:24])[CH3:23])=[O:6])[CH3:1]. Reactant: [CH3:1][C:2]([CH3:25])([O:4][C:5]([N:7]1[C@@H:11]([CH2:12][C:13]([O:15]CC2C=CC=CC=2)=[O:14])[CH2:10][O:9][C:8]1([CH3:24])[CH3:23])=[O:6])[CH3:3].[H][H].